From a dataset of Forward reaction prediction with 1.9M reactions from USPTO patents (1976-2016). Predict the product of the given reaction. (1) Given the reactants CN(C(ON1N=NC2C=CC=NC1=2)=[N+](C)C)C.F[P-](F)(F)(F)(F)F.[C:25]([O:29][C:30]([NH:32][C:33]1[C:42]2[C:37](=[CH:38][CH:39]=[CH:40][CH:41]=2)[C:36]([O:43][C:44]2[CH:49]=[CH:48][N:47]=[C:46]([NH:50][C:51]3[CH:52]=[C:53]([CH:57]=[C:58]([C:60]#[CH:61])[CH:59]=3)[C:54](O)=[O:55])[CH:45]=2)=[CH:35][CH:34]=1)=[O:31])([CH3:28])([CH3:27])[CH3:26].[CH3:62][O:63][CH2:64][CH2:65][O:66][CH2:67][CH2:68][O:69][CH2:70][C@@H:71]([NH2:73])[CH3:72].CCN(C(C)C)C(C)C, predict the reaction product. The product is: [C:25]([O:29][C:30](=[O:31])[NH:32][C:33]1[C:42]2[C:37](=[CH:38][CH:39]=[CH:40][CH:41]=2)[C:36]([O:43][C:44]2[CH:49]=[CH:48][N:47]=[C:46]([NH:50][C:51]3[CH:52]=[C:53]([C:54](=[O:55])[NH:73][C@@H:71]([CH3:72])[CH2:70][O:69][CH2:68][CH2:67][O:66][CH2:65][CH2:64][O:63][CH3:62])[CH:57]=[C:58]([C:60]#[CH:61])[CH:59]=3)[CH:45]=2)=[CH:35][CH:34]=1)([CH3:27])([CH3:26])[CH3:28]. (2) Given the reactants CSC.C([O:11][C:12]1[CH:17]=[CH:16][CH:15]=[CH:14][C:13]=1[CH2:18][C:19]1[CH:24]=[CH:23][C:22]([Cl:25])=[CH:21][CH:20]=1)C1C=CC=CC=1.O, predict the reaction product. The product is: [Cl:25][C:22]1[CH:21]=[CH:20][C:19]([CH2:18][C:13]2[CH:14]=[CH:15][CH:16]=[CH:17][C:12]=2[OH:11])=[CH:24][CH:23]=1. (3) Given the reactants [F:1][C:2]([F:28])([F:27])[C:3]([F:26])([C:22]([F:25])([F:24])[F:23])[CH2:4][CH:5]([CH2:11][C:12]([F:21])([C:17]([F:20])([F:19])[F:18])[C:13]([F:16])([F:15])[F:14])[CH2:6][CH2:7][CH2:8][CH2:9]I.C(O)C.[C:32]([S-:34])#[N:33].[K+], predict the reaction product. The product is: [F:1][C:2]([F:28])([F:27])[C:3]([F:26])([C:22]([F:25])([F:24])[F:23])[CH2:4][CH:5]([CH2:11][C:12]([F:21])([C:17]([F:20])([F:19])[F:18])[C:13]([F:16])([F:15])[F:14])[CH2:6][CH2:7][CH2:8][CH2:9][S:34][C:32]#[N:33].